Dataset: Catalyst prediction with 721,799 reactions and 888 catalyst types from USPTO. Task: Predict which catalyst facilitates the given reaction. (1) Reactant: [NH2:1][C@H:2]([CH2:33][C:34]1[CH:39]=[CH:38][CH:37]=[CH:36][CH:35]=1)[CH2:3][C:4]([N:6]1[CH2:11][CH2:10][CH:9]([N:12]2[N:21]=[C:20]([C:22]3[CH:27]=[CH:26][C:25]([O:28][CH3:29])=[C:24]([O:30][CH3:31])[CH:23]=3)[C@@H:19]3[C@@H:14]([CH2:15][CH2:16][CH2:17][CH2:18]3)[C:13]2=[O:32])[CH2:8][CH2:7]1)=[O:5].[CH:40]1([CH2:43][O:44][C:45]2[CH:53]=[CH:52][C:48]3[O:49][CH2:50][O:51][C:47]=3[C:46]=2[C:54]2[C:55]3[NH:62][CH:61]=[C:60]([C:63](O)=[O:64])[C:56]=3[N:57]=[CH:58][N:59]=2)[CH2:42][CH2:41]1.CCOC(C(C#N)=NOC(N1CCOCC1)=[N+](C)C)=O.F[P-](F)(F)(F)(F)F.CCN(C(C)C)C(C)C.C(=O)(O)[O-].[Na+]. Product: [CH:40]1([CH2:43][O:44][C:45]2[CH:53]=[CH:52][C:48]3[O:49][CH2:50][O:51][C:47]=3[C:46]=2[C:54]2[C:55]3[NH:62][CH:61]=[C:60]([C:63]([NH:1][C@@H:2]([CH2:3][C:4]([N:6]4[CH2:11][CH2:10][CH:9]([N:12]5[N:21]=[C:20]([C:22]6[CH:27]=[CH:26][C:25]([O:28][CH3:29])=[C:24]([O:30][CH3:31])[CH:23]=6)[C@@H:19]6[C@@H:14]([CH2:15][CH2:16][CH2:17][CH2:18]6)[C:13]5=[O:32])[CH2:8][CH2:7]4)=[O:5])[CH2:33][C:34]4[CH:39]=[CH:38][CH:37]=[CH:36][CH:35]=4)=[O:64])[C:56]=3[N:57]=[CH:58][N:59]=2)[CH2:41][CH2:42]1. The catalyst class is: 2. (2) Reactant: [H-].[Na+].[CH3:3][O:4][C:5](=[O:22])[C:6]1[CH:11]=[C:10]([C:12](=[O:20])[C:13]2[CH:18]=[CH:17][C:16]([OH:19])=[CH:15][N:14]=2)[CH:9]=[CH:8][C:7]=1[F:21].[Cl:23][C:24]1[CH:29]=[CH:28][CH:27]=[C:26]([CH2:30]Cl)[CH:25]=1.[Na+].[I-]. Product: [CH3:3][O:4][C:5](=[O:22])[C:6]1[CH:11]=[C:10]([C:12](=[O:20])[C:13]2[CH:18]=[CH:17][C:16]([O:19][CH2:30][C:26]3[CH:27]=[CH:28][CH:29]=[C:24]([Cl:23])[CH:25]=3)=[CH:15][N:14]=2)[CH:9]=[CH:8][C:7]=1[F:21]. The catalyst class is: 3. (3) Reactant: [O:1]1[CH2:6][CH2:5][CH:4]([C:7]([N:9]2[CH2:14][CH2:13][CH:12]([C:15]3[CH:20]=[CH:19][C:18]([OH:21])=[CH:17][CH:16]=3)[CH2:11][CH2:10]2)=[O:8])[CH2:3][CH2:2]1.Br[CH2:23][CH2:24][CH2:25][Cl:26].C(=O)([O-])[O-].[K+].[K+]. Product: [Cl:26][CH2:25][CH2:24][CH2:23][O:21][C:18]1[CH:19]=[CH:20][C:15]([CH:12]2[CH2:11][CH2:10][N:9]([C:7]([CH:4]3[CH2:5][CH2:6][O:1][CH2:2][CH2:3]3)=[O:8])[CH2:14][CH2:13]2)=[CH:16][CH:17]=1. The catalyst class is: 131.